From a dataset of Catalyst prediction with 721,799 reactions and 888 catalyst types from USPTO. Predict which catalyst facilitates the given reaction. (1) Reactant: [CH3:1][C:2]1[C:10]([CH3:12])([CH3:11])[C:9]2[C:4](=[CH:5][CH:6]=[CH:7][CH:8]=2)[N:3]=1.[Br:13][CH2:14][CH2:15][CH2:16][CH2:17][CH2:18][C:19]([OH:21])=[O:20]. Product: [Br-:13].[C:19]([CH2:18][CH2:17][CH2:16][CH2:15][CH2:14][NH+:3]1[C:4]2[C:9](=[CH:8][CH:7]=[CH:6][CH:5]=2)[C:10]([CH3:12])([CH3:11])[CH:2]1[CH3:1])([OH:21])=[O:20]. The catalyst class is: 8. (2) Reactant: CS(O[CH2:6][CH2:7][CH2:8][CH2:9][CH2:10][CH2:11][CH2:12][CH2:13][O:14][CH2:15][CH2:16][CH2:17][CH2:18][CH2:19][CH3:20])(=O)=O.[N:21]1[C:25]2[CH:26]=[CH:27][CH:28]=[CH:29][C:24]=2[NH:23][CH:22]=1.CC(C)([O-])C.[Na+]. Product: [CH2:15]([O:14][CH2:13][CH2:12][CH2:11][CH2:10][CH2:9][CH2:8][CH2:7][CH2:6][N:21]1[C:25]2[CH:26]=[CH:27][CH:28]=[CH:29][C:24]=2[N:23]=[CH:22]1)[CH2:16][CH2:17][CH2:18][CH2:19][CH3:20]. The catalyst class is: 3. (3) Reactant: [Cl:1][C:2]1[C:7]([C:8]2[CH:16]=C[C:11]3[N:12]=[CH:13]S[C:10]=3[CH:9]=2)=[CH:6][CH:5]=[CH:4][N:3]=1.IC1C=C[C:21]2[N:22](C=CN=2)C=1.ClC1C(B2OC(C)(C)C(C)(C)O2)=CC=CN=1.C([O-])([O-])=O.[Na+].[Na+]. Product: [Cl:1][C:2]1[C:7]([C:8]2[CH:9]=[CH:10][C:11]3[N:12]([CH:13]=[CH:21][N:22]=3)[CH:16]=2)=[CH:6][CH:5]=[CH:4][N:3]=1. The catalyst class is: 77. (4) Reactant: C([N:8]1[CH2:13][CH2:12][N:11](CC2C=CC=CC=2)[CH2:10][C@@H:9]1[CH2:21][CH2:22][C:23]1[CH:27]=[CH:26][O:25][CH:24]=1)C1C=CC=CC=1.C([O-])=O.[NH4+]. Product: [O:25]1[CH:26]=[CH:27][C:23]([CH2:22][CH2:21][C@H:9]2[CH2:10][NH:11][CH2:12][CH2:13][NH:8]2)=[CH:24]1. The catalyst class is: 29. (5) The catalyst class is: 36. Reactant: [C:1]([C:5]1[CH:10]=[CH:9][C:8]([C:11]2[C:19]3[C:14](=[CH:15][CH:16]=[CH:17][CH:18]=3)[N:13]([CH2:20][C:21]3[CH:22]=[C:23]([C:28]4[CH:33]=[CH:32][C:31]([O:34][C:35]([CH3:42])([CH3:41])[C:36]([O:38]CC)=[O:37])=[CH:30][CH:29]=4)[CH:24]=[CH:25][C:26]=3[CH3:27])[C:12]=2[C:43]([O:45]CC)=[O:44])=[CH:7][CH:6]=1)([CH3:4])([CH3:3])[CH3:2].[OH-].[Na+].Cl. Product: [C:36]([C:35]([O:34][C:31]1[CH:30]=[CH:29][C:28]([C:23]2[CH:24]=[CH:25][C:26]([CH3:27])=[C:21]([CH2:20][N:13]3[C:14]4[C:19](=[CH:18][CH:17]=[CH:16][CH:15]=4)[C:11]([C:8]4[CH:9]=[CH:10][C:5]([C:1]([CH3:3])([CH3:2])[CH3:4])=[CH:6][CH:7]=4)=[C:12]3[C:43]([OH:45])=[O:44])[CH:22]=2)=[CH:33][CH:32]=1)([CH3:42])[CH3:41])([OH:38])=[O:37].